This data is from Retrosynthesis with 50K atom-mapped reactions and 10 reaction types from USPTO. The task is: Predict the reactants needed to synthesize the given product. (1) Given the product CCOC(=O)/C(C)=C/[C@H](C(C)C)N(C)C(=O)[C@@H](NC(=O)[C@@H](NC)C(C)(C)c1ccc(Cl)cc1)C(C)(C)C, predict the reactants needed to synthesize it. The reactants are: CCOC(=O)/C(C)=C/[C@H](C(C)C)N(C)C(=O)[C@@H](N)C(C)(C)C.CN[C@H](C(=O)O)C(C)(C)c1ccc(Cl)cc1. (2) Given the product CC(=O)OCC(=O)N1CCN(C(=O)OC(C)(C)C)[C@H](C)C1, predict the reactants needed to synthesize it. The reactants are: CC(=O)OCC(=O)O.C[C@@H]1CNCCN1C(=O)OC(C)(C)C. (3) Given the product Cc1oc2c(C)c(C)c(NC(=O)c3ccc(F)cc3)c(C)c2c1-c1ccc(C(C)C)cc1, predict the reactants needed to synthesize it. The reactants are: Cc1oc2c(C)c(C)c(N)c(C)c2c1-c1ccc(C(C)C)cc1.O=C(Cl)c1ccc(F)cc1. (4) Given the product CC1(C)COC(c2ccc(OCCCC3CCNCC3)cc2)=N1, predict the reactants needed to synthesize it. The reactants are: CC1(C)COC(c2ccc(OCCCC3CCN(Cc4ccccc4)CC3)cc2)=N1. (5) Given the product COc1ccc(C(O)Cc2c(Cl)c[n+]([O-])cc2Cl)c2c1OC1(CCCC1)O2, predict the reactants needed to synthesize it. The reactants are: COc1ccc(C(=O)Cc2c(Cl)c[n+]([O-])cc2Cl)c2c1OC1(CCCC1)O2.